From a dataset of Forward reaction prediction with 1.9M reactions from USPTO patents (1976-2016). Predict the product of the given reaction. (1) Given the reactants [CH3:1][N:2]1[CH2:27][CH2:26][C:5]2[N:6]([CH2:14][C:15]([C:18]3[CH:23]=[CH:22][C:21]([O:24]C)=[CH:20][CH:19]=3)([OH:17])[CH3:16])[C:7]3[CH:8]=[CH:9][C:10]([CH3:13])=[CH:11][C:12]=3[C:4]=2[CH2:3]1.C([O-])(O)=O.[Na+], predict the reaction product. The product is: [CH3:1][N:2]1[CH2:27][CH2:26][C:5]2[N:6]([CH2:14][C:15]([C:18]3[CH:19]=[CH:20][C:21]([OH:24])=[CH:22][CH:23]=3)([OH:17])[CH3:16])[C:7]3[CH:8]=[CH:9][C:10]([CH3:13])=[CH:11][C:12]=3[C:4]=2[CH2:3]1. (2) Given the reactants [C:1]([O:5][C:6]([N:8]1[CH2:13][CH2:12][N:11]([C:14]2[O:15][C:16]3[C:22](Br)=[CH:21][C:20]([Cl:24])=[CH:19][C:17]=3[N:18]=2)[C@@H:10]([CH3:25])[CH2:9]1)=[O:7])([CH3:4])([CH3:3])[CH3:2].[Mg].II.C1(S([CH:38]2[CH2:42][CH2:41][CH2:40][O:39]2)(=O)=O)C=CC=CC=1, predict the reaction product. The product is: [C:1]([O:5][C:6]([N:8]1[CH2:13][CH2:12][N:11]([C:14]2[O:15][C:16]3[C:22]([CH:38]4[CH2:42][CH2:41][CH2:40][O:39]4)=[CH:21][C:20]([Cl:24])=[CH:19][C:17]=3[N:18]=2)[C@@H:10]([CH3:25])[CH2:9]1)=[O:7])([CH3:4])([CH3:3])[CH3:2]. (3) Given the reactants [N:1]1([CH2:6][C:7]2[CH:12]=[CH:11][C:10]([C:13]3[CH:18]=[C:17]([CH2:19][CH:20]([CH3:22])[CH3:21])[CH:16]=[CH:15][C:14]=3[S:23]([NH:26]C(C)(C)C)(=[O:25])=[O:24])=[CH:9][CH:8]=2)[CH:5]=[CH:4][N:3]=[CH:2]1.B(Cl)(Cl)Cl.O, predict the reaction product. The product is: [N:1]1([CH2:6][C:7]2[CH:8]=[CH:9][C:10]([C:13]3[CH:18]=[C:17]([CH2:19][CH:20]([CH3:22])[CH3:21])[CH:16]=[CH:15][C:14]=3[S:23]([NH2:26])(=[O:24])=[O:25])=[CH:11][CH:12]=2)[CH:5]=[CH:4][N:3]=[CH:2]1. (4) Given the reactants [H-].[Na+].[F:3][C:4]([F:19])([F:18])[C:5]1[CH:10]=[C:9]([NH:11][C:12]2[CH2:16][CH2:15][C:14](=[O:17])[CH:13]=2)[CH:8]=[CH:7][N:6]=1.CC1CCCO1.[C:26]([C:28]1[CH:33]=[CH:32][C:31]([N:34]([CH2:42]S(C2C=CC=CC=2)(=O)=O)[C:35](=[O:41])[O:36][C:37]([CH3:40])([CH3:39])[CH3:38])=[CH:30][CH:29]=1)#[N:27], predict the reaction product. The product is: [C:37]([O:36][C:35](=[O:41])[N:34]([C:31]1[CH:30]=[CH:29][C:28]([C:26]#[N:27])=[CH:33][CH:32]=1)[CH2:42][C:13]1[C:14](=[O:17])[CH2:15][CH2:16][C:12]=1[NH:11][C:9]1[CH:8]=[CH:7][N:6]=[C:5]([C:4]([F:3])([F:18])[F:19])[CH:10]=1)([CH3:40])([CH3:38])[CH3:39]. (5) Given the reactants O.O.O.O.O.O.O.O.O=[C:10]1[C:15](=O)[C:14](=O)[C:13](=O)[C:12](=O)[C:11]1=O.[NH2:21][C:22]1[C:23]2[C:28]([C:29]3[CH:30]=[CH:31][CH:32]=[CH:33][C:34]=3[C:35]=1[NH2:36])=[CH:27][CH:26]=[CH:25][CH:24]=2, predict the reaction product. The product is: [CH:10]1[C:15]2[C:25]3[C:24](=[N:21][C:22]4[C:23]5[C:28]([C:29]6[C:34]([C:35]=4[N:36]=3)=[CH:33][CH:32]=[CH:31][CH:30]=6)=[CH:27][CH:26]=[CH:25][CH:24]=5)[C:23]3[C:22](=[CH:35][CH:34]=[CH:29][CH:28]=3)[C:14]=2[CH:13]=[CH:12][CH:11]=1. (6) Given the reactants [CH:1]([SiH:4]([CH:18]([CH3:20])[CH3:19])[C:5]1[CH:16]=[CH:15][C:8]([O:9][CH2:10][CH2:11][C:12]([OH:14])=O)=[CH:7][C:6]=1[CH3:17])([CH3:3])[CH3:2].Cl.CN(C)CCCN=C=NCC.[CH2:33]([NH2:40])[C:34]1[CH:39]=[CH:38][CH:37]=[CH:36][CH:35]=1, predict the reaction product. The product is: [CH2:33]([NH:40][C:12](=[O:14])[CH2:11][CH2:10][O:9][C:8]1[CH:15]=[CH:16][C:5]([SiH:4]([CH:1]([CH3:2])[CH3:3])[CH:18]([CH3:20])[CH3:19])=[C:6]([CH3:17])[CH:7]=1)[C:34]1[CH:39]=[CH:38][CH:37]=[CH:36][CH:35]=1. (7) Given the reactants CS(O)(=O)=O.[NH2:6][CH2:7][C:8]1[CH:9]=[C:10]2[C:14](=[CH:15][CH:16]=1)[C:13](=[O:17])[N:12]([CH:18]1[CH2:23][CH2:22][C:21](=[O:24])[NH:20][C:19]1=[O:25])[CH2:11]2.CN(C(ON1N=NC2C=CC=NC1=2)=[N+](C)C)C.F[P-](F)(F)(F)(F)F.[F:50][C:51]([F:62])([C:55]1[CH:60]=[CH:59][C:58]([F:61])=[CH:57][CH:56]=1)[C:52](O)=[O:53].C(N(C(C)C)C(C)C)C, predict the reaction product. The product is: [O:25]=[C:19]1[CH:18]([N:12]2[CH2:11][C:10]3[C:14](=[CH:15][CH:16]=[C:8]([CH2:7][NH:6][C:52](=[O:53])[C:51]([F:62])([F:50])[C:55]4[CH:56]=[CH:57][C:58]([F:61])=[CH:59][CH:60]=4)[CH:9]=3)[C:13]2=[O:17])[CH2:23][CH2:22][C:21](=[O:24])[NH:20]1. (8) Given the reactants [C:1]([C:3]1[CH:4]=[C:5](B(O)O)[CH:6]=[CH:7][CH:8]=1)#[N:2].[Cl:12][C:13]1[CH:18]=[CH:17][CH:16]=[CH:15][C:14]=1[OH:19].N1C=CC=CC=1, predict the reaction product. The product is: [Cl:12][C:13]1[CH:18]=[CH:17][CH:16]=[CH:15][C:14]=1[O:19][C:5]1[CH:4]=[C:3]([CH:8]=[CH:7][CH:6]=1)[C:1]#[N:2]. (9) Given the reactants Cl[C:2]1[N:7]=[C:6]([NH2:8])[CH:5]=[CH:4][N:3]=1.[CH:9]1([NH2:12])[CH2:11][CH2:10]1, predict the reaction product. The product is: [CH:9]1([NH:12][C:2]2[N:7]=[C:6]([NH2:8])[CH:5]=[CH:4][N:3]=2)[CH2:11][CH2:10]1. (10) Given the reactants [Br:1][C:2]1[CH:20]=[CH:19][C:5]2[C:6]3[N:7]=[C:8]([C:14]4O[CH:16]=[N:17][N:18]=4)[S:9][C:10]=3[CH2:11][CH2:12][O:13][C:4]=2[CH:3]=1.Cl.[CH:22]([NH2:25])([CH3:24])[CH3:23], predict the reaction product. The product is: [Br:1][C:2]1[CH:20]=[CH:19][C:5]2[C:6]3[N:7]=[C:8]([C:14]4[N:25]([CH:22]([CH3:24])[CH3:23])[CH:16]=[N:17][N:18]=4)[S:9][C:10]=3[CH2:11][CH2:12][O:13][C:4]=2[CH:3]=1.